This data is from Catalyst prediction with 721,799 reactions and 888 catalyst types from USPTO. The task is: Predict which catalyst facilitates the given reaction. (1) Reactant: C([O:8][C:9]1[CH:10]=[C:11]([N:15]2[CH2:20][CH2:19][N:18]([C:21]([C:23]3[N:24]([C:29]4[CH:34]=[CH:33][CH:32]=[CH:31][CH:30]=4)[N:25]=[C:26]([CH3:28])[CH:27]=3)=[O:22])[CH2:17][CH2:16]2)[CH:12]=[N:13][CH:14]=1)C1C=CC=CC=1.C([O-])=O.[NH4+]. Product: [OH:8][C:9]1[CH:10]=[C:11]([N:15]2[CH2:16][CH2:17][N:18]([C:21]([C:23]3[N:24]([C:29]4[CH:34]=[CH:33][CH:32]=[CH:31][CH:30]=4)[N:25]=[C:26]([CH3:28])[CH:27]=3)=[O:22])[CH2:19][CH2:20]2)[CH:12]=[N:13][CH:14]=1. The catalyst class is: 29. (2) The catalyst class is: 4. Reactant: [CH3:1][S:2]([N:5]1[CH2:10][CH:9]=[C:8]([C:11]2[CH:12]=[C:13]3[CH2:27][C:18]4([CH2:26][C:20]5([CH2:25][CH2:24][NH:23][CH2:22][CH2:21]5)[CH2:19]4)[O:17][C:14]3=[CH:15][N:16]=2)[CH2:7][CH2:6]1)(=[O:4])=[O:3].[CH:28]([N:31](CC)C(C)C)(C)C.BrC#N.O. Product: [C:28]([N:23]1[CH2:22][CH2:21][C:20]2([CH2:19][C:18]3([O:17][C:14]4=[CH:15][N:16]=[C:11]([C:8]5[CH2:9][CH2:10][N:5]([S:2]([CH3:1])(=[O:4])=[O:3])[CH2:6][CH:7]=5)[CH:12]=[C:13]4[CH2:27]3)[CH2:26]2)[CH2:25][CH2:24]1)#[N:31]. (3) Reactant: [CH3:1][CH:2]1[CH:6]2[C:7]([NH:9][CH:10]=[C:11]([CH3:12])[CH:5]2[CH2:4][CH2:3]1)=[O:8].I[CH2:14][CH2:15][CH2:16][CH2:17][CH3:18]. Product: [CH2:14]([N:9]1[CH2:10][C@@H:11]([CH3:12])[C@H:5]2[CH2:4][CH2:3][C@H:2]([CH3:1])[C@H:6]2[C:7]1=[O:8])[CH2:15][CH2:16][CH2:17][CH3:18]. The catalyst class is: 1. (4) Reactant: [Cl:1][C:2]1[N:7]=[C:6]([NH2:8])[CH:5]=[CH:4][CH:3]=1.C[Al](C)C.[F:13][C:14]1[CH:19]=[CH:18][C:17]([N:20]2[C:24]([CH3:25])=[C:23]([C:26](OCC)=[O:27])[N:22]=[N:21]2)=[CH:16][CH:15]=1.CO. Product: [Cl:1][C:2]1[N:7]=[C:6]([NH:8][C:26]([C:23]2[N:22]=[N:21][N:20]([C:17]3[CH:18]=[CH:19][C:14]([F:13])=[CH:15][CH:16]=3)[C:24]=2[CH3:25])=[O:27])[CH:5]=[CH:4][CH:3]=1. The catalyst class is: 12. (5) Reactant: [CH:1]([OH:10])([C:6]([F:9])([F:8])[F:7])[C:2]([F:5])([F:4])[F:3].[OH-].[Na+].Cl[CH3:14]. Product: [CH3:14][O:10][CH:1]([C:6]([F:9])([F:8])[F:7])[C:2]([F:5])([F:4])[F:3]. The catalyst class is: 6.